This data is from Forward reaction prediction with 1.9M reactions from USPTO patents (1976-2016). The task is: Predict the product of the given reaction. (1) Given the reactants [CH3:1][C:2]1[CH:7]=[C:6]([CH3:8])[CH:5]=[C:4]([CH3:9])[C:3]=1[S:10][C:11]1[N:15]=[CH:14][NH:13][N:12]=1.C[OH:17], predict the reaction product. The product is: [CH3:9][C:4]1[CH:5]=[C:6]([CH3:8])[CH:7]=[C:2]([CH3:1])[C:3]=1[S:10]([C:11]1[N:15]=[CH:14][NH:13][N:12]=1)=[O:17]. (2) Given the reactants [C:1]([O:5][C:6]([N:8]1[C:13]2([CH2:15][CH2:14]2)[CH2:12][N:11]2[N:16]=[C:17]([I:22])[C:18]([C:19]([OH:21])=O)=[C:10]2[CH2:9]1)=[O:7])([CH3:4])([CH3:3])[CH3:2].[NH4+].[Cl-].C[N:26](C(ON1N=NC2C=CC=NC1=2)=[N+](C)C)C.F[P-](F)(F)(F)(F)F.CCN(C(C)C)C(C)C, predict the reaction product. The product is: [C:19]([C:18]1[C:17]([I:22])=[N:16][N:11]2[CH2:12][C:13]3([CH2:15][CH2:14]3)[N:8]([C:6]([O:5][C:1]([CH3:4])([CH3:2])[CH3:3])=[O:7])[CH2:9][C:10]=12)(=[O:21])[NH2:26]. (3) Given the reactants O=C1N2C3C=CC(N4CCOCC4=O)=CC=3OC[C@@H]2[C@@H](CCS([O-])(=O)=O)O1.O([CH2:36][C@H:37]1[C@@H:45]2[N:40]([C:41]3[CH:49]=[CH:48][C:47]([N:50]4[CH2:55][CH2:54][O:53][CH2:52][C:51]4=[O:56])=[CH:46][C:42]=3[O:43][CH2:44]2)[C:39](=[O:57])[O:38]1)[Si](C(C)(C)C)(C)C.[K].[C:59]1(=[O:69])[NH:63][C:62](=[O:64])[C:61]2=[CH:65][CH:66]=[CH:67][CH:68]=[C:60]12, predict the reaction product. The product is: [O:57]=[C:39]1[N:40]2[C:41]3[CH:49]=[CH:48][C:47]([N:50]4[CH2:55][CH2:54][O:53][CH2:52][C:51]4=[O:56])=[CH:46][C:42]=3[O:43][CH2:44][C@@H:45]2[C@H:37]([CH2:36][N:63]2[C:59](=[O:69])[C:60]3[C:61](=[CH:65][CH:66]=[CH:67][CH:68]=3)[C:62]2=[O:64])[O:38]1. (4) Given the reactants [C:1]1([C@H:7]([NH:25][C:26]([O:28][C@@H:29]2[CH:34]3[CH2:35][CH2:36][N:31]([CH2:32][CH2:33]3)[CH2:30]2)=[O:27])[C:8]2[CH:9]=[C:10]([CH:22]=[CH:23][CH:24]=2)[O:11][CH2:12][C:13]2[CH:21]=[CH:20][C:16]([C:17](O)=[O:18])=[CH:15][CH:14]=2)[CH:6]=[CH:5][CH:4]=[CH:3][CH:2]=1.[O:37]1[CH2:41][CH2:40][O:39][CH:38]1[C:42]1[CH:47]=[CH:46][C:45]([CH2:48][NH2:49])=[CH:44][CH:43]=1.C(OC(OCC)CCCN)C, predict the reaction product. The product is: [N:31]12[CH2:32][CH2:33][CH:34]([CH2:35][CH2:36]1)[C@@H:29]([O:28][C:26](=[O:27])[NH:25][C@H:7]([C:8]1[CH:24]=[CH:23][CH:22]=[C:10]([O:11][CH2:12][C:13]3[CH:21]=[CH:20][C:16]([C:17](=[O:18])[NH:49][CH2:48][C:45]4[CH:44]=[CH:43][C:42]([CH:38]5[O:39][CH2:40][CH2:41][O:37]5)=[CH:47][CH:46]=4)=[CH:15][CH:14]=3)[CH:9]=1)[C:1]1[CH:2]=[CH:3][CH:4]=[CH:5][CH:6]=1)[CH2:30]2. (5) Given the reactants FC(F)(F)C(O)=O.[I:8][C:9]1[N:10]=[CH:11][N:12]([CH2:14][CH2:15][C:16]([NH:19]C(=O)OC(C)(C)C)([CH3:18])[CH3:17])[CH:13]=1, predict the reaction product. The product is: [I:8][C:9]1[N:10]=[CH:11][N:12]([CH2:14][CH2:15][C:16]([NH2:19])([CH3:17])[CH3:18])[CH:13]=1.